This data is from Reaction yield outcomes from USPTO patents with 853,638 reactions. The task is: Predict the reaction yield, written as a fraction of the theoretical maximum amount of product (1.0 means a 100% yield; for example, 0.34 means a 34% yield). (1) The reactants are C(OC(=O)[NH:7][C:8]1[CH2:9][O:10][CH2:11][C@:12]([C:17]2[CH:22]=[C:21]([NH:23][C:24]([C:26]3[C:31]([CH2:32][O:33][CH3:34])=[CH:30][C:29]([Cl:35])=[CH:28][N:27]=3)=[O:25])[CH:20]=[CH:19][C:18]=2[F:36])([CH:14]([F:16])[F:15])[N:13]=1)(C)(C)C.C(O)(C(F)(F)F)=O. The catalyst is ClCCl. The product is [NH3:7].[NH2:7][C:8]1[CH2:9][O:10][CH2:11][C@:12]([C:17]2[CH:22]=[C:21]([NH:23][C:24]([C:26]3[C:31]([CH2:32][O:33][CH3:34])=[CH:30][C:29]([Cl:35])=[CH:28][N:27]=3)=[O:25])[CH:20]=[CH:19][C:18]=2[F:36])([CH:14]([F:15])[F:16])[N:13]=1. The yield is 0.0100. (2) The reactants are [CH2:1]([O:8][C@H:9]1[C@H:15]([O:16][CH2:17][C:18]2[CH:23]=[CH:22][CH:21]=[CH:20][CH:19]=2)[C@@H:14]([O:24][CH2:25][C:26]2[CH:31]=[CH:30][CH:29]=[CH:28][CH:27]=2)[C@:13]2([C:33]3[CH:38]=[CH:37][C:36]([Cl:39])=[C:35]([CH2:40][C:41]4[CH:46]=[CH:45][C:44]([O:47][C:48]([F:51])([F:50])[F:49])=[CH:43][CH:42]=4)[CH:34]=3)[O:32][C@@:10]1([CH2:52][OH:53])[CH2:11][O:12]2)[C:2]1[CH:7]=[CH:6][CH:5]=[CH:4][CH:3]=1.I(C1C=CC=CC=1C(O)=O)(=O)=O. The catalyst is C(OCC)(=O)C. The product is [CH2:1]([O:8][C@H:9]1[C@H:15]([O:16][CH2:17][C:18]2[CH:23]=[CH:22][CH:21]=[CH:20][CH:19]=2)[C@@H:14]([O:24][CH2:25][C:26]2[CH:31]=[CH:30][CH:29]=[CH:28][CH:27]=2)[C@:13]2([C:33]3[CH:38]=[CH:37][C:36]([Cl:39])=[C:35]([CH2:40][C:41]4[CH:42]=[CH:43][C:44]([O:47][C:48]([F:51])([F:50])[F:49])=[CH:45][CH:46]=4)[CH:34]=3)[O:32][C@@:10]1([CH:52]=[O:53])[CH2:11][O:12]2)[C:2]1[CH:3]=[CH:4][CH:5]=[CH:6][CH:7]=1. The yield is 1.00. (3) The reactants are [CH2:1]([C:6]1[CH:11]=[CH:10][C:9]([CH2:12][CH2:13][CH2:14][NH2:15])=[CH:8][CH:7]=1)[CH2:2][CH2:3][CH2:4][CH3:5].[CH2:16]([O:23][C:24]1[CH:29]=[CH:28][C:27]([C:30](=O)[CH2:31][CH2:32][C:33](=O)[CH3:34])=[CH:26][CH:25]=1)[C:17]1[CH:22]=[CH:21][CH:20]=[CH:19][CH:18]=1.O.C1(C)C=CC(S(O)(=O)=O)=CC=1. The catalyst is C1(C)C=CC=CC=1. The product is [CH2:16]([O:23][C:24]1[CH:25]=[CH:26][C:27]([C:30]2[N:15]([CH2:14][CH2:13][CH2:12][C:9]3[CH:8]=[CH:7][C:6]([CH2:1][CH2:2][CH2:3][CH2:4][CH3:5])=[CH:11][CH:10]=3)[C:33]([CH3:34])=[CH:32][CH:31]=2)=[CH:28][CH:29]=1)[C:17]1[CH:18]=[CH:19][CH:20]=[CH:21][CH:22]=1. The yield is 0.750. (4) The reactants are C(O)(C(F)(F)F)=O.C(OC([N:15]1[CH2:20][CH2:19][N:18]([C:21]2[C:26]([C:27]3[CH:32]=[CH:31][C:30]([CH2:33][NH:34][C:35](=[O:37])[CH3:36])=[CH:29][CH:28]=3)=[N:25][CH:24]=[CH:23][N:22]=2)[CH2:17][CH2:16]1)=O)(C)(C)C. The catalyst is C(Cl)Cl. The product is [N:18]1([C:21]2[C:26]([C:27]3[CH:28]=[CH:29][C:30]([CH2:33][NH:34][C:35](=[O:37])[CH3:36])=[CH:31][CH:32]=3)=[N:25][CH:24]=[CH:23][N:22]=2)[CH2:19][CH2:20][NH:15][CH2:16][CH2:17]1. The yield is 0.920.